From a dataset of NCI-60 drug combinations with 297,098 pairs across 59 cell lines. Regression. Given two drug SMILES strings and cell line genomic features, predict the synergy score measuring deviation from expected non-interaction effect. Drug 1: CC(C)NC(=O)C1=CC=C(C=C1)CNNC.Cl. Drug 2: C1CCC(C(C1)N)N.C(=O)(C(=O)[O-])[O-].[Pt+4]. Cell line: HS 578T. Synergy scores: CSS=3.70, Synergy_ZIP=-5.75, Synergy_Bliss=-10.6, Synergy_Loewe=-12.1, Synergy_HSA=-9.76.